From a dataset of Full USPTO retrosynthesis dataset with 1.9M reactions from patents (1976-2016). Predict the reactants needed to synthesize the given product. (1) The reactants are: [F:1][C:2]1[CH:10]=[C:9]([C:11]2[N:16]=[CH:15][C:14]([O:17][CH2:18][CH:19]3[CH2:24][CH2:23][N:22]([CH2:25][C:26]([F:29])([CH3:28])[CH3:27])[CH2:21][CH2:20]3)=[CH:13][N:12]=2)[CH:8]=[CH:7][C:3]=1[C:4](O)=[O:5].[NH:30]1[CH2:34][CH2:33][CH2:32][C@H:31]1[C:35]([NH2:37])=[O:36].C(Cl)CCl.C1C=CC2N(O)N=NC=2C=1.CCN(C(C)C)C(C)C. Given the product [F:1][C:2]1[CH:10]=[C:9]([C:11]2[N:12]=[CH:13][C:14]([O:17][CH2:18][CH:19]3[CH2:20][CH2:21][N:22]([CH2:25][C:26]([F:29])([CH3:27])[CH3:28])[CH2:23][CH2:24]3)=[CH:15][N:16]=2)[CH:8]=[CH:7][C:3]=1[C:4]([N:30]1[CH2:34][CH2:33][CH2:32][C@H:31]1[C:35]([NH2:37])=[O:36])=[O:5], predict the reactants needed to synthesize it. (2) Given the product [CH3:26][C:9]1[CH:10]=[N:11][C:12]2[N:13]([CH2:17][CH:18]([C:20]3[CH:21]=[CH:22][N:23]=[CH:24][CH:25]=3)[OH:19])[C:14]3[CH2:15][CH2:16][NH:4][CH2:5][C:6]=3[C:7]=2[CH:8]=1, predict the reactants needed to synthesize it. The reactants are: C([N:4]1[CH2:16][CH2:15][C:14]2[N:13]([CH2:17][CH:18]([C:20]3[CH:25]=[CH:24][N:23]=[CH:22][CH:21]=3)[OH:19])[C:12]3[N:11]=[CH:10][C:9]([CH3:26])=[CH:8][C:7]=3[C:6]=2[CH2:5]1)C=C.CN1C(=O)CC(=O)N(C)C1=O. (3) The reactants are: [Br:1][C:2]1[C:3]([O:22][C:23]2[CH:24]=[C:25]([CH:29]=[CH:30][C:31]=2[Cl:32])[C:26]([OH:28])=O)=[CH:4][C:5]([NH:8][C:9]2[S:10][CH:11]=[C:12]([CH2:14][CH2:15][C:16]3[CH:21]=[CH:20][CH:19]=[CH:18][CH:17]=3)[N:13]=2)=[N:6][CH:7]=1.[N:33]1([CH2:38][CH2:39][NH2:40])[CH2:37][CH2:36][CH2:35][CH2:34]1.C(N(CC)C(C)C)(C)C. Given the product [ClH:32].[ClH:32].[Br:1][C:2]1[C:3]([O:22][C:23]2[CH:24]=[C:25]([CH:29]=[CH:30][C:31]=2[Cl:32])[C:26]([NH:40][CH2:39][CH2:38][N:33]2[CH2:37][CH2:36][CH2:35][CH2:34]2)=[O:28])=[CH:4][C:5]([NH:8][C:9]2[S:10][CH:11]=[C:12]([CH2:14][CH2:15][C:16]3[CH:21]=[CH:20][CH:19]=[CH:18][CH:17]=3)[N:13]=2)=[N:6][CH:7]=1, predict the reactants needed to synthesize it. (4) Given the product [F:58][C:53]1[CH:52]=[C:51]([CH:56]=[CH:55][C:54]=1[F:57])[CH2:50][N:37]1[C:36](=[O:59])[C:35]([CH2:32][OH:33])=[CH:40][C:39]([C:41]2[CH:46]=[CH:45][C:44]([O:47][CH3:48])=[C:43]([F:49])[CH:42]=2)=[N:38]1, predict the reactants needed to synthesize it. The reactants are: FC1C=C(F)C=CC=1C1C=C(CN2C(=O)C3=CC=CC=C3C2=O)C(=O)N(CC(C)C)N=1.[C:32]([C:35]1[C:36](=[O:59])[N:37]([CH2:50][C:51]2[CH:56]=[CH:55][C:54]([F:57])=[C:53]([F:58])[CH:52]=2)[N:38]=[C:39]([C:41]2[CH:46]=[CH:45][C:44]([O:47][CH3:48])=[C:43]([F:49])[CH:42]=2)[CH:40]=1)(O)=[O:33]. (5) Given the product [Cl-:1].[F:27][C:24]([F:25])([F:26])[C:20]1[CH:21]=[C:22]2[CH2:23][NH2+:15][CH2:16][C:17]2=[N:18][CH:19]=1, predict the reactants needed to synthesize it. The reactants are: [ClH:1].C([N:15]1[CH2:23][C:22]2[C:17](=[N:18][CH:19]=[C:20]([C:24]([F:27])([F:26])[F:25])[CH:21]=2)[CH2:16]1)(C1C=CC=CC=1)C1C=CC=CC=1.[H][H]. (6) Given the product [CH2:1]([OH:4])[CH2:2][CH2:31][CH2:32][CH2:33][CH2:34][CH2:35][CH2:36]/[CH:37]=[CH:38]\[CH2:39][CH2:40][CH2:41][CH2:42][CH2:43][CH2:44][CH2:45][CH3:46], predict the reactants needed to synthesize it. The reactants are: [C:1]([O-:4])(=O)[CH3:2].[In+3].C([O-])(=O)C.C([O-])(=O)C.C([O-])(=O)C.[Sn+4].C([O-])(=O)C.C([O-])(=O)C.C([O-])(=O)C.[C:31](O)(=O)[CH2:32][CH2:33][CH2:34][CH2:35][CH2:36][CH2:37][CH2:38]/[CH:39]=[CH:40]\[CH2:41][CH2:42][CH2:43][CH2:44][CH2:45][CH2:46]CC. (7) Given the product [NH2:20][C:21]1[N:30]=[CH:29][C:28]2[C:27](=[O:31])[CH2:26][CH:25]([C:32]3[CH:37]=[CH:36][CH:35]=[CH:34][C:33]=3[C:39]3[CH:40]=[N:41][CH:42]=[CH:43][CH:44]=3)[CH2:24][C:23]=2[N:22]=1, predict the reactants needed to synthesize it. The reactants are: NC1N=CC2C(=O)CC(C3C=CC=CC=3Br)CC=2N=1.[NH2:20][C:21]1[N:30]=[CH:29][C:28]2[C:27](=[O:31])[CH2:26][CH:25]([C:32]3[CH:37]=[CH:36][C:35](F)=[CH:34][C:33]=3[C:39]3[CH:40]=[N:41][CH:42]=[CH:43][CH:44]=3)[CH2:24][C:23]=2[N:22]=1. (8) The reactants are: [CH3:1][C:2]1[CH:3]=[N:4][CH:5]=[CH:6][C:7]=1[CH3:8].[O:9]1[CH:13]=[CH:12][CH:11]=[C:10]1[C:14](OCC)=[O:15].C[Si](C)(C)[N-][Si](C)(C)C.[Li+].[Cl-].[NH4+]. Given the product [O:9]1[CH:13]=[CH:12][CH:11]=[C:10]1[C:14](=[O:15])[CH2:8][C:7]1[CH:6]=[CH:5][N:4]=[CH:3][C:2]=1[CH3:1], predict the reactants needed to synthesize it. (9) Given the product [CH3:28][C:19]1[CH:18]=[C:17]([O:6][S:3]([C:2]([F:15])([F:14])[F:1])(=[O:5])=[O:4])[C:26]([CH3:27])=[CH:25][C:20]=1[C:21]([O:23][CH3:24])=[O:22], predict the reactants needed to synthesize it. The reactants are: [F:1][C:2]([F:15])([F:14])[S:3]([O:6]S(C(F)(F)F)(=O)=O)(=[O:5])=[O:4].O[C:17]1[C:26]([CH3:27])=[CH:25][C:20]([C:21]([O:23][CH3:24])=[O:22])=[C:19]([CH3:28])[CH:18]=1.N1C=CC=CC=1.Cl. (10) Given the product [CH2:6]([N:8]1[C:9]2[CH:10]=[CH:11][C:12]([CH:26]=[O:27])=[CH:13][C:14]=2[S:15][C:16]2[C:21]1=[CH:20][CH:19]=[CH:18][CH:17]=2)[CH3:7], predict the reactants needed to synthesize it. The reactants are: P(Cl)(Cl)(Cl)=O.[CH2:6]([N:8]1[C:21]2[CH:20]=[CH:19][CH:18]=[CH:17][C:16]=2[S:15][C:14]2[C:9]1=[CH:10][CH:11]=[CH:12][CH:13]=2)[CH3:7].[OH-].[K+].CN(C)[CH:26]=[O:27].